This data is from Full USPTO retrosynthesis dataset with 1.9M reactions from patents (1976-2016). The task is: Predict the reactants needed to synthesize the given product. Given the product [CH3:1][O:2][C:3](=[O:14])[CH2:4][C:5]1[CH:6]=[C:7]([Br:13])[C:8]([O:12][C:32]2[CH:33]=[CH:34][C:29]([O:28][CH3:27])=[CH:30][CH:31]=2)=[C:9]([Br:11])[CH:10]=1, predict the reactants needed to synthesize it. The reactants are: [CH3:1][O:2][C:3](=[O:14])[CH2:4][C:5]1[CH:10]=[C:9]([Br:11])[C:8]([OH:12])=[C:7]([Br:13])[CH:6]=1.C(N(CC)CC)C.F[B-](F)(F)F.[CH3:27][O:28][C:29]1[CH:34]=[CH:33][C:32]([I+][C:32]2[CH:33]=[CH:34][C:29]([O:28][CH3:27])=[CH:30][CH:31]=2)=[CH:31][CH:30]=1.